The task is: Predict the product of the given reaction.. This data is from Forward reaction prediction with 1.9M reactions from USPTO patents (1976-2016). (1) Given the reactants [C:1]([C:5]1[CH:6]=[C:7](CC(O)=O)[CH:8]=[CH:9][CH:10]=1)([CH3:4])([CH3:3])[CH3:2].[C:15](Cl)(=O)[C:16](Cl)=O.[NH2:21][C:22](=[N:28][OH:29])[C:23]([O:25][CH2:26][CH3:27])=[O:24].C(N(CC)C(C)C)(C)C, predict the reaction product. The product is: [C:1]([C:5]1[CH:10]=[CH:9][C:8]([CH2:15][C:16]2[O:29][N:28]=[C:22]([C:23]([O:25][CH2:26][CH3:27])=[O:24])[N:21]=2)=[CH:7][CH:6]=1)([CH3:2])([CH3:3])[CH3:4]. (2) Given the reactants [NH2:1][CH2:2][CH2:3][CH2:4][N:5]1[CH2:10][CH2:9][CH:8]([C:11]2[CH:12]=[C:13]([NH:17][C:18](=[O:20])[CH3:19])[CH:14]=[CH:15][CH:16]=2)[CH2:7][CH2:6]1.Cl[C:22]1[N:26]([CH2:27][C:28]2[CH:33]=[CH:32][C:31]([N+:34]([O-:36])=[O:35])=[CH:30][CH:29]=2)[C:25]2[CH:37]=[CH:38][CH:39]=[CH:40][C:24]=2[N:23]=1, predict the reaction product. The product is: [N+:34]([C:31]1[CH:32]=[CH:33][C:28]([CH2:27][N:26]2[C:25]3[CH:37]=[CH:38][CH:39]=[CH:40][C:24]=3[N:23]=[C:22]2[NH:1][CH2:2][CH2:3][CH2:4][N:5]2[CH2:10][CH2:9][CH:8]([C:11]3[CH:12]=[C:13]([NH:17][C:18](=[O:20])[CH3:19])[CH:14]=[CH:15][CH:16]=3)[CH2:7][CH2:6]2)=[CH:29][CH:30]=1)([O-:36])=[O:35]. (3) Given the reactants O[CH2:2][C:3]1[CH:4]=[C:5]2[C:9](=[CH:10][CH:11]=1)[CH2:8][C@@H:7]([NH:12][S:13]([CH:16]([CH3:18])[CH3:17])(=[O:15])=[O:14])[CH2:6]2.S(Cl)(Cl)=O.[F:23][C:24]([F:42])([F:41])[C:25]1[C:29]2[CH2:30][N:31](C(OC(C)(C)C)=O)[CH2:32][CH2:33][C:28]=2[NH:27][N:26]=1.C(=O)([O-])[O-].[K+].[K+], predict the reaction product. The product is: [F:42][C:24]([F:23])([F:41])[C:25]1[C:29]2[CH2:30][NH:31][CH2:32][CH2:33][C:28]=2[N:27]([CH2:2][C:3]2[CH:4]=[C:5]3[C:9](=[CH:10][CH:11]=2)[CH2:8][C@@H:7]([NH:12][S:13]([CH:16]([CH3:18])[CH3:17])(=[O:15])=[O:14])[CH2:6]3)[N:26]=1.